Dataset: Forward reaction prediction with 1.9M reactions from USPTO patents (1976-2016). Task: Predict the product of the given reaction. (1) Given the reactants [Cl:1][C:2]1[CH:7]=[CH:6][CH:5]=[CH:4][C:3]=1[C:8](=[O:19])[C:9](=[CH:15][N:16]([CH3:18])C)[C:10]([O:12][CH2:13][CH3:14])=[O:11].[Cl:20][C:21]1[CH:22]=C([CH:25]=[CH:26][C:27]=1[F:28])N, predict the reaction product. The product is: [Cl:1][C:2]1[CH:7]=[CH:6][CH:5]=[CH:4][C:3]=1[C:8](=[O:19])[C:9](=[CH:15][NH:16][C:18]1[CH:25]=[CH:26][C:27]([F:28])=[C:21]([Cl:20])[CH:22]=1)[C:10]([O:12][CH2:13][CH3:14])=[O:11]. (2) Given the reactants [CH:1]1([N:5]2[CH2:9][CH2:8][C@@H:7]([N:10]3[CH2:19][CH2:18][C:17]4[C:12](=[CH:13][CH:14]=[C:15]([C:20]5[CH:29]=[CH:28][C:23]([C:24]([O:26]C)=[O:25])=[CH:22][C:21]=5[F:30])[CH:16]=4)[C:11]3=[O:31])[CH2:6]2)[CH2:4][CH2:3][CH2:2]1, predict the reaction product. The product is: [CH:1]1([N:5]2[CH2:9][CH2:8][C@@H:7]([N:10]3[CH2:19][CH2:18][C:17]4[C:12](=[CH:13][CH:14]=[C:15]([C:20]5[CH:29]=[CH:28][C:23]([C:24]([OH:26])=[O:25])=[CH:22][C:21]=5[F:30])[CH:16]=4)[C:11]3=[O:31])[CH2:6]2)[CH2:2][CH2:3][CH2:4]1. (3) Given the reactants C(OC([N:8]1[CH2:12][CH2:11][C@@H:10]([NH:13][C:14]2[C:15]3[S:28][C:27](Br)=[C:26]([CH3:30])[C:16]=3[N:17]=[C:18]([C:20]3[CH:25]=[CH:24][N:23]=[CH:22][CH:21]=3)[N:19]=2)[CH2:9]1)=O)(C)(C)C.[NH:31]1[C:35](B(O)O)=[CH:34][CH:33]=[N:32]1.C([O-])([O-])=O.[Na+].[Na+].C(O)(C(F)(F)F)=O, predict the reaction product. The product is: [CH3:30][C:26]1[C:16]2[N:17]=[C:18]([C:20]3[CH:25]=[CH:24][N:23]=[CH:22][CH:21]=3)[N:19]=[C:14]([NH:13][C@@H:10]3[CH2:11][CH2:12][NH:8][CH2:9]3)[C:15]=2[S:28][C:27]=1[C:35]1[NH:31][N:32]=[CH:33][CH:34]=1. (4) Given the reactants CO[C:3]([C:5]1[CH:6]=[N:7][C:8]2[N:9]([N:21]=[C:22]([CH3:24])[CH:23]=2)[C:10]=1[NH:11][C:12](=[O:20])[CH2:13]C1C=CC=CC=1)=[O:4].C1COCC1.C[Si]([N-][Si](C)(C)C)(C)C.[Na+].C(Cl)Cl, predict the reaction product. The product is: [CH3:24][C:22]1[CH:23]=[C:8]2[N:7]=[CH:6][C:5]3[C:3]([OH:4])=[CH:13][C:12]([OH:20])=[N:11][C:10]=3[N:9]2[N:21]=1. (5) Given the reactants C[Si]([N-][Si](C)(C)C)(C)C.[Na+].[C:11](#[N:13])[CH3:12].[CH2:14]([O:21][C:22]1[CH:27]=[CH:26][C:25]([CH2:28][C@H:29]([N:40]([CH2:48][C:49]2[CH:54]=[CH:53][CH:52]=[CH:51][CH:50]=2)[CH2:41][C:42]2[CH:47]=[CH:46][CH:45]=[CH:44][CH:43]=2)[C:30](OCC2C=CC=CC=2)=[O:31])=[CH:24][CH:23]=1)[C:15]1[CH:20]=[CH:19][CH:18]=[CH:17][CH:16]=1.[NH4+].[Cl-], predict the reaction product. The product is: [CH2:14]([O:21][C:22]1[CH:27]=[CH:26][C:25]([CH2:28][C@H:29]([N:40]([CH2:41][C:42]2[CH:47]=[CH:46][CH:45]=[CH:44][CH:43]=2)[CH2:48][C:49]2[CH:50]=[CH:51][CH:52]=[CH:53][CH:54]=2)[C:30](=[O:31])[CH2:12][C:11]#[N:13])=[CH:24][CH:23]=1)[C:15]1[CH:16]=[CH:17][CH:18]=[CH:19][CH:20]=1. (6) Given the reactants [Cl:1][C:2]1[CH:3]=[C:4]([CH:21]=[CH:22][CH:23]=1)[C:5]([N:7]([CH3:20])[C:8]1[N:9]=[C:10]2[CH2:15][CH2:14][CH2:13][CH2:12][N:11]2[C:16]=1[C:17](O)=[O:18])=[O:6].CCN=C=NCCCN(C)C.C1C=NC2N(O)N=NC=2C=1.[CH2:45]([NH2:55])[C:46]1[CH:54]=[CH:53][C:52]2[O:51][CH2:50][O:49][C:48]=2[CH:47]=1, predict the reaction product. The product is: [O:51]1[C:52]2[CH:53]=[CH:54][C:46]([CH2:45][NH:55][C:17]([C:16]3[N:11]4[CH2:12][CH2:13][CH2:14][CH2:15][C:10]4=[N:9][C:8]=3[N:7]([C:5](=[O:6])[C:4]3[CH:21]=[CH:22][CH:23]=[C:2]([Cl:1])[CH:3]=3)[CH3:20])=[O:18])=[CH:47][C:48]=2[O:49][CH2:50]1. (7) Given the reactants [C:1]([O:4][CH2:5][CH2:6][O:7][C:8]1[C:9]([F:56])=[C:10]([C@@H:16]([NH:39][C:40]2[CH:45]=[CH:44][C:43]([C:46]([NH2:55])=[N:47][C:48]([O:50][CH2:51][C:52]([CH3:54])=[CH2:53])=[O:49])=[CH:42][CH:41]=2)[C:17]2[N:18]=[C:19]([O:28][CH2:29][O:30][C:31](=[O:38])[C:32]([CH3:37])([CH3:36])[CH2:33][O:34][CH3:35])[N:20]([C:22]3[N:27]=[CH:26][CH:25]=[CH:24][N:23]=3)[N:21]=2)[CH:11]=[C:12]([O:14][CH3:15])[CH:13]=1)(=[O:3])[CH3:2].[CH3:57][S:58]([OH:61])(=[O:60])=[O:59], predict the reaction product. The product is: [CH3:57][S:58]([OH:61])(=[O:60])=[O:59].[C:1]([O:4][CH2:5][CH2:6][O:7][C:8]1[C:9]([F:56])=[C:10]([C@@H:16]([NH:39][C:40]2[CH:41]=[CH:42][C:43]([C:46]([NH2:55])=[N:47][C:48]([O:50][CH2:51][C:52]([CH3:54])=[CH2:53])=[O:49])=[CH:44][CH:45]=2)[C:17]2[N:18]=[C:19]([O:28][CH2:29][O:30][C:31](=[O:38])[C:32]([CH3:37])([CH3:36])[CH2:33][O:34][CH3:35])[N:20]([C:22]3[N:27]=[CH:26][CH:25]=[CH:24][N:23]=3)[N:21]=2)[CH:11]=[C:12]([O:14][CH3:15])[CH:13]=1)(=[O:3])[CH3:2].